Dataset: Full USPTO retrosynthesis dataset with 1.9M reactions from patents (1976-2016). Task: Predict the reactants needed to synthesize the given product. (1) Given the product [C:34]([N:24]1[CH2:25][CH:26]2[CH:22]([CH:21]2[C:19]([NH:18][CH2:17][C:8]2[CH:7]=[C:6]([CH2:2][CH:3]([CH3:5])[CH3:4])[N:10]([C:11]3[CH:16]=[CH:15][CH:14]=[CH:13][CH:12]=3)[N:9]=2)=[O:20])[CH2:23]1)(=[O:41])[C:35]1[CH:40]=[CH:39][CH:38]=[CH:37][CH:36]=1, predict the reactants needed to synthesize it. The reactants are: Cl.[CH2:2]([C:6]1[N:10]([C:11]2[CH:16]=[CH:15][CH:14]=[CH:13][CH:12]=2)[N:9]=[C:8]([CH2:17][NH:18][C:19]([CH:21]2[CH:26]3[CH:22]2[CH2:23][NH:24][CH2:25]3)=[O:20])[CH:7]=1)[CH:3]([CH3:5])[CH3:4].C(N(CC)CC)C.[C:34](Cl)(=[O:41])[C:35]1[CH:40]=[CH:39][CH:38]=[CH:37][CH:36]=1.CO. (2) Given the product [CH2:1]([N:3]([CH2:31][C:32]1[CH:37]=[CH:36][C:35]([O:38][CH2:42][CH2:43][N:45]2[C:50]([CH3:52])([CH3:51])[CH2:49][CH2:48][CH2:47][C:46]2([CH3:54])[CH3:53])=[C:34]([F:39])[CH:33]=1)[C:4]1[CH:9]=[C:8]([O:10][CH3:11])[C:7]([O:12][CH3:13])=[CH:6][C:5]=1[C@@H:14]1[CH2:23][CH2:22][C:21]2[CH:20]=[C:19]([OH:24])[CH:18]=[CH:17][C:16]=2[CH2:15]1)[CH3:2], predict the reactants needed to synthesize it. The reactants are: [CH2:1]([N:3]([C:31](=O)[C:32]1[CH:37]=[CH:36][C:35]([OH:38])=[C:34]([F:39])[CH:33]=1)[C:4]1[CH:9]=[C:8]([O:10][CH3:11])[C:7]([O:12][CH3:13])=[CH:6][C:5]=1[C@@H:14]1[CH2:23][CH2:22][C:21]2[CH:20]=[C:19]([O:24]C(=O)C(C)(C)C)[CH:18]=[CH:17][C:16]=2[CH2:15]1)[CH3:2].Br[CH2:42][C:43]([N:45]1[C:50]([CH3:52])([CH3:51])[CH2:49][CH2:48][CH2:47][C:46]1([CH3:54])[CH3:53])=O.